The task is: Regression/Classification. Given a drug SMILES string, predict its absorption, distribution, metabolism, or excretion properties. Task type varies by dataset: regression for continuous measurements (e.g., permeability, clearance, half-life) or binary classification for categorical outcomes (e.g., BBB penetration, CYP inhibition). Dataset: hia_hou.. This data is from Human intestinal absorption (HIA) binary classification data from Hou et al.. (1) The compound is CC[C@H](CO)NC(=O)[C@H]1C=C2c3cccc4[nH]cc(c34)C[C@@H]2N(C)C1. The result is 1 (good absorption). (2) The molecule is NCC[C@@H](O)C(=O)N[C@@H]1C[C@H](N)[C@H](O[C@@H]2O[C@@H](CN)[C@@H](O)[C@H](O)[C@@H]2O)[C@H](O)[C@@H]1O[C@@H]1O[C@@H](CO)[C@@H](O)[C@H](N)[C@@H]1O. The result is 0 (poor absorption). (3) The drug is COCCOc1cnc(NS(=O)(=O)c2ccccc2)nc1. The result is 1 (good absorption). (4) The drug is Cc1cnc(CS(=O)c2nc3ccccc3[nH]2)cc1OCC(F)(F)F. The result is 1 (good absorption).